Dataset: Reaction yield outcomes from USPTO patents with 853,638 reactions. Task: Predict the reaction yield, written as a fraction of the theoretical maximum amount of product (1.0 means a 100% yield; for example, 0.34 means a 34% yield). (1) The reactants are F[C:2]1[CH:7]=[CH:6][C:5]([F:8])=[CH:4][C:3]=1[C:9]1[CH:14]=[CH:13][CH:12]=[CH:11][C:10]=1[CH:15]([NH:17][S:18]([C:21]1[CH:26]=[CH:25][CH:24]=[C:23]([O:27][CH3:28])[CH:22]=1)(=[O:20])=[O:19])[CH3:16].C(=O)([O-])[O-].[K+].[K+]. The catalyst is CN(C)C=O. The product is [F:8][C:5]1[CH:6]=[CH:7][C:2]2[N:17]([S:18]([C:21]3[CH:26]=[CH:25][CH:24]=[C:23]([O:27][CH3:28])[CH:22]=3)(=[O:19])=[O:20])[CH:15]([CH3:16])[C:10]3[C:9](=[CH:14][CH:13]=[CH:12][CH:11]=3)[C:3]=2[CH:4]=1. The yield is 0.240. (2) The reactants are [Cl:1][C:2]1[CH:7]=[CH:6][C:5]([C:8]2[C:12]3[CH2:13][N:14]([C:17](=[O:19])[CH3:18])[CH2:15][CH2:16][C:11]=3[N:10]([CH2:20][CH2:21][CH2:22]Cl)[N:9]=2)=[CH:4][CH:3]=1.[F:24][C:25]1[CH:30]=[CH:29][CH:28]=[CH:27][C:26]=1[N:31]1[CH2:36][CH2:35][NH:34][CH2:33][CH2:32]1.C([O-])([O-])=O.[K+].[K+].CO.CCOC(C)=O. The catalyst is CC#N.[N+](CCCC)(CCCC)(CCCC)CCCC.[I-]. The product is [Cl:1][C:2]1[CH:7]=[CH:6][C:5]([C:8]2[C:12]3[CH2:13][N:14]([C:17](=[O:19])[CH3:18])[CH2:15][CH2:16][C:11]=3[N:10]([CH2:20][CH2:21][CH2:22][N:34]3[CH2:33][CH2:32][N:31]([C:26]4[CH:27]=[CH:28][CH:29]=[CH:30][C:25]=4[F:24])[CH2:36][CH2:35]3)[N:9]=2)=[CH:4][CH:3]=1. The yield is 0.410. (3) The reactants are C([N:5]1[C:9]([NH:10][C:11]2[C:20]3[C:15](=[CH:16][CH:17]=[CH:18][CH:19]=3)[C:14](=[O:21])[N:13]([CH2:22][CH2:23][O:24][CH3:25])[N:12]=2)=[CH:8][C:7]([CH3:26])=[N:6]1)(C)(C)C. The catalyst is C(O)=O.O. The product is [CH3:25][O:24][CH2:23][CH2:22][N:13]1[N:12]=[C:11]([NH:10][C:9]2[NH:5][N:6]=[C:7]([CH3:26])[CH:8]=2)[C:20]2[C:15](=[CH:16][CH:17]=[CH:18][CH:19]=2)[C:14]1=[O:21]. The yield is 0.940.